From a dataset of Full USPTO retrosynthesis dataset with 1.9M reactions from patents (1976-2016). Predict the reactants needed to synthesize the given product. (1) The reactants are: [OH:1][CH2:2][C:3]1[CH:8]=[CH:7][C:6]([C:9](=[O:14])[CH2:10][CH:11]([CH3:13])[CH3:12])=[CH:5][N:4]=1.C(N(CC)CC)C.[CH3:22][S:23](Cl)(=[O:25])=[O:24]. Given the product [CH3:22][S:23]([O:1][CH2:2][C:3]1[CH:8]=[CH:7][C:6]([C:9](=[O:14])[CH2:10][CH:11]([CH3:12])[CH3:13])=[CH:5][N:4]=1)(=[O:25])=[O:24], predict the reactants needed to synthesize it. (2) Given the product [OH:28]/[N:27]=[C:19](/[C:20]1[CH:25]=[CH:24][N:23]=[C:22]([CH3:26])[CH:21]=1)\[CH2:18][CH:17]([C:14]1[CH:15]=[CH:16][C:11]([C:9]2[N:8]=[N:7][N:6]([CH2:5][C:4]([OH:36])=[O:3])[CH:10]=2)=[CH:12][CH:13]=1)[C:29]1[CH:34]=[CH:33][CH:32]=[CH:31][C:30]=1[CH3:35], predict the reactants needed to synthesize it. The reactants are: C([O:3][C:4](=[O:36])[CH2:5][N:6]1[CH:10]=[C:9]([C:11]2[CH:16]=[CH:15][C:14]([CH:17]([C:29]3[CH:34]=[CH:33][CH:32]=[CH:31][C:30]=3[CH3:35])[CH2:18]/[C:19](=[N:27]\[OH:28])/[C:20]3[CH:25]=[CH:24][N:23]=[C:22]([CH3:26])[CH:21]=3)=[CH:13][CH:12]=2)[N:8]=[N:7]1)C.[OH-].[Li+].Cl. (3) Given the product [CH3:13][O:12][C:9]1[CH:10]=[C:11]2[C:6](=[CH:7][C:8]=1[O:14][CH2:15][CH2:16][CH2:17][N:18]1[CH2:23][CH2:22][O:21][CH2:20][CH2:19]1)[N:5]=[CH:4][N:3]=[C:2]2[NH:28][C:27]1[CH:29]=[CH:30][CH:31]=[C:32]2[O:33][CH2:24][O:25][C:26]=12, predict the reactants needed to synthesize it. The reactants are: Cl[C:2]1[C:11]2[C:6](=[CH:7][C:8]([O:14][CH2:15][CH2:16][CH2:17][N:18]3[CH2:23][CH2:22][O:21][CH2:20][CH2:19]3)=[C:9]([O:12][CH3:13])[CH:10]=2)[N:5]=[CH:4][N:3]=1.[CH2:24]1[O:33][C:32]2[C:26](=[C:27]([CH:29]=[CH:30][CH:31]=2)[NH2:28])[O:25]1.CC(O)CCC.Cl. (4) Given the product [Br:1][C:2]1[CH:3]=[C:4]([C:9]2[CH:10]=[CH:11][C:12]3[C:13]([CH:17]=2)=[N:14][O:15][N:16]=3)[CH:5]=[C:6]([O:8][CH3:18])[CH:7]=1, predict the reactants needed to synthesize it. The reactants are: [Br:1][C:2]1[CH:3]=[C:4]([C:9]2[CH:10]=[CH:11][C:12]3[C:13]([CH:17]=2)=[N:14][O:15][N:16]=3)[CH:5]=[C:6]([OH:8])[CH:7]=1.[C:18](=O)([O-])[O-].[K+].[K+].CI.O. (5) Given the product [F:1][C:2]1[CH:12]=[CH:11][C:5]2[NH:6][C@@H:7]([CH3:10])[CH2:8][O:9][C:4]=2[C:3]=1[F:13], predict the reactants needed to synthesize it. The reactants are: [F:1][C:2]1[CH:12]=[CH:11][C:5]2[NH:6][C@@H:7]([CH3:10])[CH2:8][O:9][C:4]=2[C:3]=1[F:13].CC1C=CC(S(O)(=O)=O)=CC=1.C([O-])(O)=O.[Na+].